This data is from Peptide-MHC class I binding affinity with 185,985 pairs from IEDB/IMGT. The task is: Regression. Given a peptide amino acid sequence and an MHC pseudo amino acid sequence, predict their binding affinity value. This is MHC class I binding data. (1) The peptide sequence is ESAERLKAY. The MHC is HLA-A25:01 with pseudo-sequence HLA-A25:01. The binding affinity (normalized) is 0.671. (2) The peptide sequence is FTLINWRSV. The MHC is HLA-B08:01 with pseudo-sequence HLA-B08:01. The binding affinity (normalized) is 0.213. (3) The peptide sequence is NIIVDSQYV. The MHC is Mamu-A20102 with pseudo-sequence Mamu-A20102. The binding affinity (normalized) is 0.247. (4) The peptide sequence is RMFKRVFNM. The MHC is HLA-B27:20 with pseudo-sequence HLA-B27:20. The binding affinity (normalized) is 1.00. (5) The peptide sequence is MPTVDEDLF. The MHC is Mamu-B17 with pseudo-sequence Mamu-B17. The binding affinity (normalized) is 0.635. (6) The peptide sequence is RCWLIRNGSY. The MHC is HLA-A23:01 with pseudo-sequence HLA-A23:01. The binding affinity (normalized) is 0.0336. (7) The peptide sequence is KQAWCWFG. The MHC is Mamu-B03 with pseudo-sequence Mamu-B03. The binding affinity (normalized) is 0.431.